From a dataset of Full USPTO retrosynthesis dataset with 1.9M reactions from patents (1976-2016). Predict the reactants needed to synthesize the given product. (1) Given the product [CH2:27]1[C:26]2([CH2:29][CH2:30][NH:31][CH:24]([C:22]([NH:21][C@H:19]([C:16]3[CH:17]=[CH:18][C:13]([C:11]([O:10][CH3:9])=[O:12])=[CH:14][CH:15]=3)[CH3:20])=[O:23])[CH2:25]2)[CH2:28]1, predict the reactants needed to synthesize it. The reactants are: C(=O)(OC(C)(C)C)N.[CH3:9][O:10][C:11]([C:13]1[CH:18]=[CH:17][C:16]([C@@H:19]([NH:21][C:22]([CH:24]2[N:31](C(OC(C)(C)C)=O)[CH2:30][CH2:29][C:26]3([CH2:28][CH2:27]3)[CH2:25]2)=[O:23])[CH3:20])=[CH:15][CH:14]=1)=[O:12]. (2) Given the product [Cl:1][C:2]1[C:7]([Cl:8])=[CH:6][CH:5]=[CH:4][C:3]=1[C:9]1[CH:14]=[CH:13][C:12]([C:15]([NH2:45])=[O:16])=[C:11]([CH2:18][N:19]2[C:23](=[O:24])[N:22]([CH2:25][C@H:26]([OH:31])[C:27]([F:30])([F:29])[F:28])[C:21]([C:32]3[CH:37]=[CH:36][C:35]([Cl:38])=[CH:34][CH:33]=3)=[N:20]2)[CH:10]=1, predict the reactants needed to synthesize it. The reactants are: [Cl:1][C:2]1[C:7]([Cl:8])=[CH:6][CH:5]=[CH:4][C:3]=1[C:9]1[CH:14]=[CH:13][C:12]([C:15](O)=[O:16])=[C:11]([CH2:18][N:19]2[C:23](=[O:24])[N:22]([CH2:25][C@H:26]([OH:31])[C:27]([F:30])([F:29])[F:28])[C:21]([C:32]3[CH:37]=[CH:36][C:35]([Cl:38])=[CH:34][CH:33]=3)=[N:20]2)[CH:10]=1.C1C=CC2N(O)N=[N:45]C=2C=1.C(Cl)CCl.N. (3) Given the product [CH2:31]([N:28]1[CH2:29][CH2:30][CH:25]([C:23]([NH:22][C:19]2[CH:20]=[CH:21][C:16]([CH2:15][NH:14][C:5]3[C:4]4[C:9](=[CH:10][CH:11]=[C:2]([I:1])[CH:3]=4)[N:8]=[C:7]([Cl:12])[N:6]=3)=[CH:17][CH:18]=2)=[O:24])[CH2:26][CH2:27]1)[C:32]1[CH:37]=[CH:36][CH:35]=[CH:34][CH:33]=1, predict the reactants needed to synthesize it. The reactants are: [I:1][C:2]1[CH:3]=[C:4]2[C:9](=[CH:10][CH:11]=1)[N:8]=[C:7]([Cl:12])[N:6]=[C:5]2Cl.[NH2:14][CH2:15][C:16]1[CH:21]=[CH:20][C:19]([NH:22][C:23]([CH:25]2[CH2:30][CH2:29][N:28]([CH2:31][C:32]3[CH:37]=[CH:36][CH:35]=[CH:34][CH:33]=3)[CH2:27][CH2:26]2)=[O:24])=[CH:18][CH:17]=1. (4) Given the product [F:10][C:7]([F:8])([F:9])[C:6]([N:41]1[CH2:40][CH2:39][CH:38]([N:36]2[CH:37]=[C:33]([C:30]3[CH:31]=[N:32][C:27]([C:23]4[CH:24]=[CH:25][CH:26]=[C:21]([C:19]5[CH:18]=[N:17][N:16]([CH3:15])[CH:20]=5)[CH:22]=4)=[N:28][CH:29]=3)[CH:34]=[N:35]2)[CH2:43][CH2:42]1)=[O:11], predict the reactants needed to synthesize it. The reactants are: [F:8][C:7]([F:10])([F:9])[C:6](O[C:6](=[O:11])[C:7]([F:10])([F:9])[F:8])=[O:11].Cl.[CH3:15][N:16]1[CH:20]=[C:19]([C:21]2[CH:22]=[C:23]([C:27]3[N:32]=[CH:31][C:30]([C:33]4[CH:34]=[N:35][N:36]([CH:38]5[CH2:43][CH2:42][NH:41][CH2:40][CH2:39]5)[CH:37]=4)=[CH:29][N:28]=3)[CH:24]=[CH:25][CH:26]=2)[CH:18]=[N:17]1. (5) Given the product [OH:40][CH2:39][CH2:38][NH:37][C:28](=[O:29])[C:27]1[CH:33]=[CH:34][CH:35]=[C:25]([C:24]2[C:18]3[S:17][C:16]([CH2:15][C:7]4[CH:6]=[CH:5][C:4](=[O:3])[N:9]([CH2:10][C:11]([F:12])([F:14])[F:13])[CH:8]=4)=[CH:20][C:19]=3[CH:21]=[CH:22][CH:23]=2)[CH:26]=1, predict the reactants needed to synthesize it. The reactants are: [OH-].[Na+].[O:3]=[C:4]1[N:9]([CH2:10][C:11]([F:14])([F:13])[F:12])[CH:8]=[C:7]([CH2:15][C:16]2[S:17][C:18]3[C:24]([C:25]4[CH:26]=[C:27]([CH:33]=[CH:34][CH:35]=4)[C:28](OCC)=[O:29])=[CH:23][CH:22]=[CH:21][C:19]=3[CH:20]=2)[CH:6]=[CH:5]1.Cl.[NH2:37][CH2:38][CH2:39][OH:40].CCN=C=NCCCN(C)C.C1C=CC2N(O)N=NC=2C=1. (6) Given the product [Cl:21][C:19]1[S:20][C:49]2[NH:45][C:46]([C:47](=[O:42])[NH:23][CH:24]3[CH2:32][C:31]4[C:26](=[CH:27][CH:28]=[CH:29][CH:30]=4)[CH2:25]3)=[CH:48][C:51]=2[CH:18]=1, predict the reactants needed to synthesize it. The reactants are: C(CNC(C1NC2[C:18](Cl)=[C:19]([Cl:21])[S:20]C=2C=1)=O)(=O)C1C=CC=CC=1.[NH2:23][CH:24]1[CH2:32][C:31]2[C:26](=[CH:27][CH:28]=[CH:29][CH:30]=2)[CH2:25]1.C1C=CC2N([OH:42])N=NC=2C=1.CC[N:45]([CH:49]([CH3:51])C)[CH:46]([CH3:48])[CH3:47].CCN=C=NCCCN(C)C.